From a dataset of Full USPTO retrosynthesis dataset with 1.9M reactions from patents (1976-2016). Predict the reactants needed to synthesize the given product. (1) Given the product [F:28][C:26]([F:27])([F:29])[O:25][C:21]1[CH:20]=[C:19]([C:16]2[C:15]3[CH:30]=[C:11]([C:8]4[O:7][C:6]([CH2:5][OH:4])=[N:10][N:9]=4)[CH:12]=[CH:13][C:14]=3[O:18][CH:17]=2)[CH:24]=[CH:23][CH:22]=1, predict the reactants needed to synthesize it. The reactants are: C([O:4][CH2:5][C:6]1[O:7][C:8]([C:11]2[CH:12]=[CH:13][C:14]3[O:18][CH:17]=[C:16]([C:19]4[CH:24]=[CH:23][CH:22]=[C:21]([O:25][C:26]([F:29])([F:28])[F:27])[CH:20]=4)[C:15]=3[CH:30]=2)=[N:9][N:10]=1)(=O)C.[OH-].[Na+].CO. (2) Given the product [NH2:27][C:28]1[N:33]=[CH:32][C:31]([C:2]2[CH:3]=[CH:4][C:5]3[C:6]4[C:14]([NH:15][C@H:16]([CH:21]5[CH2:22][CH2:23]5)[C:17]([F:19])([F:18])[F:20])=[N:13][CH:12]=[C:11]([C:24]([NH2:26])=[O:25])[C:7]=4[NH:8][C:9]=3[CH:10]=2)=[CH:30][N:29]=1, predict the reactants needed to synthesize it. The reactants are: Cl[C:2]1[CH:3]=[CH:4][C:5]2[C:6]3[C:14]([NH:15][C@H:16]([CH:21]4[CH2:23][CH2:22]4)[C:17]([F:20])([F:19])[F:18])=[N:13][CH:12]=[C:11]([C:24]([NH2:26])=[O:25])[C:7]=3[NH:8][C:9]=2[CH:10]=1.[NH2:27][C:28]1[N:33]=[CH:32][C:31](B2OC(C)(C)C(C)(C)O2)=[CH:30][N:29]=1.C1(P(C2CCCCC2)C2CCCCC2)CCCCC1.[O-]P([O-])([O-])=O.[K+].[K+].[K+]. (3) Given the product [CH2:33]([O:32][C:28]1[CH:29]=[C:30]2[C:25](=[CH:26][CH:27]=1)[N:24]=[C:23]([NH:35][CH2:36][CH3:37])[C:22]([CH2:21][C:7]1[C:8]3[C:13](=[CH:12][C:11]([O:14][CH3:15])=[C:10]([O:16][CH3:17])[CH:9]=3)[C:4]([CH:1]([CH3:3])[CH3:2])=[N:5][C:6]=1[OH:18])=[CH:31]2)[CH3:34], predict the reactants needed to synthesize it. The reactants are: [CH:1]([C:4]1[C:13]2[C:8](=[CH:9][C:10]([O:16][CH3:17])=[C:11]([O:14][CH3:15])[CH:12]=2)[CH:7]=[C:6]([OH:18])[N:5]=1)([CH3:3])[CH3:2].Cl.Cl[CH2:21][C:22]1[C:23]([NH:35][CH2:36][CH3:37])=[N:24][C:25]2[C:30]([CH:31]=1)=[CH:29][C:28]([O:32][CH2:33][CH3:34])=[CH:27][CH:26]=2.[Li+].[OH-]. (4) Given the product [CH3:1][O:2][C:3]1[CH:4]=[CH:5][C:6]([CH2:11][C@@H:12]2[C@@H:17]([CH2:18][C:19]3[CH:20]=[CH:21][C:22]([OH:27])=[C:23]([O:25][CH3:26])[CH:24]=3)[C:15](=[O:16])[O:14][CH2:13]2)=[CH:7][C:8]=1[O:9][CH3:10].[C:28]([O-:32])(=[O:31])[CH2:29][CH3:30], predict the reactants needed to synthesize it. The reactants are: [CH3:1][O:2][C:3]1[CH:4]=[CH:5][C:6]([CH2:11][C@@H:12]2[C@@H:17]([CH2:18][C:19]3[CH:20]=[CH:21][C:22]([OH:27])=[C:23]([O:25][CH3:26])[CH:24]=3)[C:15](=[O:16])[O:14][CH2:13]2)=[CH:7][C:8]=1[O:9][CH3:10].[C:28]([OH:32])(=[O:31])[CH2:29][CH3:30].O.Cl.C(N=C=NCCCN(C)C)C. (5) Given the product [ClH:1].[NH2:9][CH2:10][C:11]1[CH:19]=[CH:18][C:17]([F:20])=[CH:16][C:12]=1[C:13]([O:15][CH2:21][CH3:22])=[O:14], predict the reactants needed to synthesize it. The reactants are: [ClH:1].C(OC([NH:9][CH2:10][C:11]1[CH:19]=[CH:18][C:17]([F:20])=[CH:16][C:12]=1[C:13]([O-:15])=[O:14])=O)(C)(C)C.[CH2:21]1COC[CH2:22]1. (6) Given the product [CH2:18]([O:20][C:21]1[CH:22]=[C:23]([CH:24]2[C:9]([C:5]3[CH:6]=[CH:7][CH:8]=[C:3]([CH2:1][CH3:2])[CH:4]=3)=[C:10]([C:12]3[CH:17]=[CH:16][CH:15]=[CH:14][CH:13]=3)[NH:36][C:34](=[O:35])[NH:33]2)[CH:26]=[C:27]([N+:30]([O-:32])=[O:31])[C:28]=1[OH:29])[CH3:19], predict the reactants needed to synthesize it. The reactants are: [CH2:1]([C:3]1[CH:4]=[C:5]([CH2:9][C:10]([C:12]2[CH:17]=[CH:16][CH:15]=[CH:14][CH:13]=2)=O)[CH:6]=[CH:7][CH:8]=1)[CH3:2].[CH2:18]([O:20][C:21]1[CH:22]=[C:23]([CH:26]=[C:27]([N+:30]([O-:32])=[O:31])[C:28]=1[OH:29])[CH:24]=O)[CH3:19].[NH2:33][C:34]([NH2:36])=[O:35].Cl. (7) Given the product [N:17]([CH:41]([C:37]1[CH:36]=[C:35]2[C:40](=[CH:39][CH:38]=1)[N:31]=[CH:32][CH:33]=[CH:34]2)[CH3:42])=[N+:18]=[N-:19], predict the reactants needed to synthesize it. The reactants are: P([N:17]=[N+:18]=[N-:19])(=O)(OC1C=CC=CC=1)OC1C=CC=CC=1.C1CCN2C(=NCCC2)CC1.[N:31]1[C:40]2[C:35](=[CH:36][C:37]([CH:41](O)[CH3:42])=[CH:38][CH:39]=2)[CH:34]=[CH:33][CH:32]=1. (8) Given the product [CH:1]([C:3]1[CH:11]=[CH:10][C:6]([C:7]([O:9][CH:18]([CH3:19])[CH3:17])=[O:8])=[CH:5][CH:4]=1)=[O:2], predict the reactants needed to synthesize it. The reactants are: [CH:1]([C:3]1[CH:11]=[CH:10][C:6]([C:7]([OH:9])=[O:8])=[CH:5][CH:4]=1)=[O:2].O=S(Cl)Cl.N1C=C[CH:19]=[CH:18][CH:17]=1.CC(O)C. (9) Given the product [Cl:16][C:12]1[CH:11]=[C:10]([C:6]2[C:7]([C:8]#[N:9])=[C:2]([OH:40])[N:3]=[C:4]([N:17]3[CH2:22][CH2:21][O:20][CH2:19][CH2:18]3)[N:5]=2)[CH:15]=[CH:14][CH:13]=1, predict the reactants needed to synthesize it. The reactants are: Cl[C:2]1[C:7]([C:8]#[N:9])=[C:6]([C:10]2[CH:15]=[CH:14][CH:13]=[C:12]([Cl:16])[CH:11]=2)[N:5]=[C:4]([N:17]2[CH2:22][CH2:21][O:20][CH2:19][CH2:18]2)[N:3]=1.FC(F)(F)C1C(N2CCNCC2)=NC=CC=1.C([O-])([O-])=[O:40].[K+].[K+].